From a dataset of Full USPTO retrosynthesis dataset with 1.9M reactions from patents (1976-2016). Predict the reactants needed to synthesize the given product. (1) Given the product [OH:1][C@@H:2]1[CH2:26][CH2:25][C@@:24]2([CH3:27])[C@H:4]([C@@H:5]([CH2:31][CH3:32])[C@@H:6]([OH:30])[C@@H:7]3[C@@H:23]2[CH2:22][CH2:21][C@@:20]2([CH3:28])[C@H:8]3[CH2:9][C@H:10]([OH:29])[C@@H:11]2[C@H:12]([CH3:19])[CH2:13][CH2:14][C:15]([O:17][CH3:18])=[O:16])[CH2:3]1, predict the reactants needed to synthesize it. The reactants are: [O:1]=[C:2]1[CH2:26][CH2:25][C@@:24]2([CH3:27])[C@H:4]([C@@H:5]([CH2:31][CH3:32])[C:6](=[O:30])[C@@H:7]3[C@@H:23]2[CH2:22][CH2:21][C@@:20]2([CH3:28])[C@H:8]3[CH2:9][C:10](=[O:29])[C@@H:11]2[C@H:12]([CH3:19])[CH2:13][CH2:14][C:15]([O:17][CH3:18])=[O:16])[CH2:3]1.Cl. (2) Given the product [F:21][C:18]1[CH:19]=[CH:20][C:15]([CH2:14][NH:13][C:11]([C:9]2[N:10]=[C:5]3[C:2]([CH3:3])([CH3:4])[N:31]([CH3:30])[CH2:28][N:6]3[C:7](=[O:27])[C:8]=2[OH:26])=[O:12])=[C:16]([S:22]([CH3:25])(=[O:23])=[O:24])[CH:17]=1, predict the reactants needed to synthesize it. The reactants are: N[C:2]([C:5]1[N:10]=[C:9]([C:11]([NH:13][CH2:14][C:15]2[CH:20]=[CH:19][C:18]([F:21])=[CH:17][C:16]=2[S:22]([CH3:25])(=[O:24])=[O:23])=[O:12])[C:8]([OH:26])=[C:7]([OH:27])[N:6]=1)([CH3:4])[CH3:3].[CH2:28]=O.[C:30]([BH3-])#[N:31].[Na+]. (3) Given the product [Cl:23][CH2:22][CH2:21][O:10][C:7]1[CH:8]=[CH:9][C:4]([CH:1]2[CH2:3][CH2:2]2)=[CH:5][CH:6]=1, predict the reactants needed to synthesize it. The reactants are: [CH:1]1([C:4]2[CH:9]=[CH:8][C:7]([OH:10])=[CH:6][CH:5]=2)[CH2:3][CH2:2]1.C1(C)C=CC(S(O[CH2:21][CH2:22][Cl:23])(=O)=O)=CC=1.C(=O)([O-])[O-].[K+].[K+]. (4) Given the product [Cl:1][C:2]1[CH:26]=[CH:25][C:5]([CH2:6][N:7]2[C:15]3[C:10](=[CH:11][C:12](/[CH:16]=[C:34]4/[C:35](=[O:41])[N:36]([CH2:37][C:38]([OH:40])=[O:39])[C:32](=[O:31])[S:33]/4)=[CH:13][CH:14]=3)[C:9]([C:18]3[CH:19]=[CH:20][C:21]([F:24])=[CH:22][CH:23]=3)=[N:8]2)=[C:4]([C:27]([F:29])([F:30])[F:28])[CH:3]=1, predict the reactants needed to synthesize it. The reactants are: [Cl:1][C:2]1[CH:26]=[CH:25][C:5]([CH2:6][N:7]2[C:15]3[C:10](=[CH:11][C:12]([CH:16]=O)=[CH:13][CH:14]=3)[C:9]([C:18]3[CH:23]=[CH:22][C:21]([F:24])=[CH:20][CH:19]=3)=[N:8]2)=[C:4]([C:27]([F:30])([F:29])[F:28])[CH:3]=1.[O:31]=[C:32]1[N:36]([CH2:37][C:38]([OH:40])=[O:39])[C:35](=[O:41])[CH2:34][S:33]1. (5) The reactants are: [CH3:1][O:2][C:3]1[CH:4]=[C:5]([CH:7]=[C:8]([O:10][CH3:11])[CH:9]=1)[NH2:6].[Br:12]C1C(=O)C(Br)=CC(Br)(Br)C=1. Given the product [Br:12][C:9]1[C:8]([O:10][CH3:11])=[CH:7][C:5]([NH2:6])=[CH:4][C:3]=1[O:2][CH3:1], predict the reactants needed to synthesize it. (6) Given the product [N:18]1([CH2:17][C@H:16]([C:23]2[CH:24]=[CH:25][CH:26]=[CH:27][CH:28]=2)[O:15][C:14]2[CH:13]=[CH:12][C:11]3[C:10](=[O:29])[CH2:9][CH2:8][CH2:7][C:6]=3[C:5]=2[CH2:4][NH:3][S:38]([C:35]2[CH:34]=[CH:33][C:32]([O:31][CH3:30])=[CH:37][CH:36]=2)(=[O:40])=[O:39])[CH:22]=[CH:21][N:20]=[CH:19]1, predict the reactants needed to synthesize it. The reactants are: Cl.Cl.[NH2:3][CH2:4][C:5]1[C:14]([O:15][C@@H:16]([C:23]2[CH:28]=[CH:27][CH:26]=[CH:25][CH:24]=2)[CH2:17][N:18]2[CH:22]=[CH:21][N:20]=[CH:19]2)=[CH:13][CH:12]=[C:11]2[C:6]=1[CH2:7][CH2:8][CH2:9][C:10]2=[O:29].[CH3:30][O:31][C:32]1[CH:37]=[CH:36][C:35]([S:38](Cl)(=[O:40])=[O:39])=[CH:34][CH:33]=1. (7) Given the product [CH3:1][O:2][C:3]1[CH:16]=[C:15]([O:17][CH3:18])[CH:14]=[CH:13][C:4]=1[CH2:5][N:6]1[C:7](=[O:12])[C:8]2[C:21]([OH:20])=[C:23]3[C:28]([CH:27]=[CH:26][CH:25]=[N:24]3)=[C:29]([OH:30])[C:9]=2[C:10]1=[O:11], predict the reactants needed to synthesize it. The reactants are: [CH3:1][O:2][C:3]1[CH:16]=[C:15]([O:17][CH3:18])[CH:14]=[CH:13][C:4]=1[CH2:5][N:6]1[C:10](=[O:11])[CH2:9][CH2:8][C:7]1=[O:12].C[O:20][C:21]([C:23]1[C:28]([C:29](OC)=[O:30])=[CH:27][CH:26]=[CH:25][N:24]=1)=O.[H-].[Na+].Cl. (8) Given the product [C:8]([O:11][C:12]1[C:21]([CH3:22])=[CH:20][C:19]([C:26]#[C:25][CH2:24][OH:27])=[CH:18][C:13]=1[C:14]([O:16][CH3:17])=[O:15])(=[O:10])[CH3:9], predict the reactants needed to synthesize it. The reactants are: C(N(CC)CC)C.[C:8]([O:11][C:12]1[C:21]([CH3:22])=[CH:20][C:19](I)=[CH:18][C:13]=1[C:14]([O:16][CH3:17])=[O:15])(=[O:10])[CH3:9].[CH2:24]([OH:27])[C:25]#[CH:26]. (9) Given the product [Br:1][C:2]1[CH:3]=[N:4][N:5]([CH3:9])[C:6]=1[CH2:7][OH:8], predict the reactants needed to synthesize it. The reactants are: [Br:1][C:2]1[CH:3]=[N:4][N:5]([CH3:9])[C:6]=1[CH:7]=[O:8].[BH4-].[Na+].